This data is from Reaction yield outcomes from USPTO patents with 853,638 reactions. The task is: Predict the reaction yield, written as a fraction of the theoretical maximum amount of product (1.0 means a 100% yield; for example, 0.34 means a 34% yield). The reactants are [F:1][C:2]([F:23])([CH:20]([F:22])[F:21])[CH2:3][O:4][C:5]1[CH:10]=[CH:9][C:8](/[CH:11]=[CH:12]/[CH:13]=[CH:14]/[C:15](OCC)=[O:16])=[CH:7][CH:6]=1.[H-].C([Al+]CC(C)C)C(C)C. No catalyst specified. The product is [F:1][C:2]([F:23])([CH:20]([F:21])[F:22])[CH2:3][O:4][C:5]1[CH:6]=[CH:7][C:8](/[CH:11]=[CH:12]/[CH:13]=[CH:14]/[CH2:15][OH:16])=[CH:9][CH:10]=1. The yield is 0.950.